The task is: Predict the product of the given reaction.. This data is from Forward reaction prediction with 1.9M reactions from USPTO patents (1976-2016). (1) Given the reactants [F:1][C:2]1[CH:3]=[C:4]([C:9]2([CH2:12][OH:13])[CH2:11][CH2:10]2)[CH:5]=[C:6]([F:8])[CH:7]=1.[Cl:14][C:15]1[C:20]([C:21]([F:24])([F:23])[F:22])=[C:19](Cl)[CH:18]=[CH:17][N:16]=1, predict the reaction product. The product is: [Cl:14][C:15]1[C:20]([C:21]([F:22])([F:23])[F:24])=[C:19]([O:13][CH2:12][C:9]2([C:4]3[CH:3]=[C:2]([F:1])[CH:7]=[C:6]([F:8])[CH:5]=3)[CH2:10][CH2:11]2)[CH:18]=[CH:17][N:16]=1. (2) Given the reactants [Cl:1][C:2]1[CH:7]=[CH:6][C:5]([C:8]2([C:30]3[CH:35]=[CH:34][C:33]([Cl:36])=[CH:32][CH:31]=3)[CH2:12][CH2:11][N:10]([CH2:13][C:14]([N:16]3[CH2:21][CH2:20][N:19](C(OC(C)(C)C)=O)[CH2:18][CH2:17]3)=[O:15])[C:9]2=[O:29])=[CH:4][CH:3]=1.FC(F)(F)C(O)=O, predict the reaction product. The product is: [Cl:36][C:33]1[CH:34]=[CH:35][C:30]([C:8]2([C:5]3[CH:4]=[CH:3][C:2]([Cl:1])=[CH:7][CH:6]=3)[CH2:12][CH2:11][N:10]([CH2:13][C:14](=[O:15])[N:16]3[CH2:21][CH2:20][NH:19][CH2:18][CH2:17]3)[C:9]2=[O:29])=[CH:31][CH:32]=1. (3) Given the reactants [F:1][C:2]([F:18])([F:17])[C:3]1[O:7][N:6]=[C:5]([C:8]2[S:12][C:11]([C:13]([OH:15])=O)=[CH:10][CH:9]=2)[C:4]=1[CH3:16].[C:19]([CH:21]1[CH2:26][CH2:25][NH:24][CH2:23][CH2:22]1)#[N:20].C1COCC1.N1CCCCC1, predict the reaction product. The product is: [CH3:16][C:4]1[C:5]([C:8]2[S:12][C:11]([C:13]([N:24]3[CH2:25][CH2:26][CH:21]([C:19]#[N:20])[CH2:22][CH2:23]3)=[O:15])=[CH:10][CH:9]=2)=[N:6][O:7][C:3]=1[C:2]([F:1])([F:18])[F:17]. (4) Given the reactants [F:1][C:2]([F:10])([F:9])[C:3]([CH3:8])([CH3:7])[C:4](O)=[O:5].[NH:11]1[CH2:16][CH2:15][CH:14]([C:17]([O:19][CH2:20][CH3:21])=[O:18])[CH2:13][CH2:12]1.C(Cl)CCl.C1C=CC2N(O)N=NC=2C=1.CCN(C(C)C)C(C)C.[NH4+].[Cl-], predict the reaction product. The product is: [F:1][C:2]([F:10])([F:9])[C:3]([CH3:8])([CH3:7])[C:4]([N:11]1[CH2:16][CH2:15][CH:14]([C:17]([O:19][CH2:20][CH3:21])=[O:18])[CH2:13][CH2:12]1)=[O:5]. (5) Given the reactants Cl.[Cl:2][C:3]1[CH:11]=[C:10]2[C:6]([CH2:7][CH2:8][C@H:9]2[NH2:12])=[C:5]([F:13])[CH:4]=1.[CH:14]([C:16]1[CH:17]=[N:18][CH:19]=[CH:20][CH:21]=1)=O.C([O:25][C:26]1[C:27](=[CH:31][CH:32]=[CH:33][CH:34]=1)[C:28]([OH:30])=O)(=O)C.C1(C2CCC([N+:47]#[C-:48])=CC2)C=CC=CC=1.C[OH:50], predict the reaction product. The product is: [C:48]([C@@H:14]([C:16]1[CH:17]=[N:18][CH:19]=[CH:20][CH:21]=1)[N:12]([C@H:9]1[C:10]2[C:6](=[C:5]([F:13])[CH:4]=[C:3]([Cl:2])[CH:11]=2)[CH2:7][CH2:8]1)[C:28](=[O:30])[C:27]1[CH:31]=[CH:32][CH:33]=[CH:34][C:26]=1[OH:25])(=[O:50])[NH2:47].